This data is from Catalyst prediction with 721,799 reactions and 888 catalyst types from USPTO. The task is: Predict which catalyst facilitates the given reaction. Reactant: [F:1][C@H:2]1[CH2:19][C@@:17]2([CH3:18])[C@@H:13]([CH2:14][CH2:15][C:16]2=[O:20])[C@H:12]2[C@H:3]1[C:4]1[CH:5]=[CH:6][C:7](O)=[CH:8][C:9]=1[CH2:10][C@H:11]2[CH3:21].[C:23]([O:26]C(=O)C)(=[O:25])[CH3:24]. Product: [C:23]([O:26][CH2:18][C@:17]12[CH2:19][C@H:2]([F:1])[C@H:3]3[C@@H:12]([C@H:11]([CH3:21])[CH2:10][C:9]4[CH:8]=[CH:7][CH:6]=[CH:5][C:4]=43)[C@@H:13]1[CH2:14][CH2:15][C:16]2=[O:20])(=[O:25])[CH3:24]. The catalyst class is: 300.